This data is from Experimentally validated miRNA-target interactions with 360,000+ pairs, plus equal number of negative samples. The task is: Binary Classification. Given a miRNA mature sequence and a target amino acid sequence, predict their likelihood of interaction. The miRNA is mmu-miR-3084-3p with sequence UUCUGCCAGUCUCCUUCAGAC. The protein sequence of the target gene is MSDHGDVSLPPQDRVRILSQLGSAVELNEDIPPRRYYRSGVEIIRMASVYSEEGNIEHAFILYNKYITLFIEKLPKHRDYKSAIIPEKKDAVKKLKSVAFPKAEELKTELLRRYTKEYEQYKERKKKEEEELARNIAIQQELEKEKQRVAQQKQKQLEQEQFHAFEEMIQRQELEKERLKIVQEFGKVDPGPCGPLLPDLEKPCVDVAPSSPFSPTQTPDCNTGMRPAKPPVVDRSLKPGALSVIENVPTIEGLRHIVVPRNLCSEFLQLASANTAKGIETCGVLCGKLMRNEFTITHVL.... Result: 0 (no interaction).